Dataset: Experimentally validated miRNA-target interactions with 360,000+ pairs, plus equal number of negative samples. Task: Binary Classification. Given a miRNA mature sequence and a target amino acid sequence, predict their likelihood of interaction. Result: 0 (no interaction). The protein sequence of the target gene is MEEGERSPLLSQETAGQKPLSVHRPPTSGCLGPVPREDQAEAWGCSCCPPETKHQALSGTPKKGPAPSLSPGSSCVKYLIFLSNFPFSLLGLLALAIGLWGLAVKGSLGSDLGGPLPTDPMLGLALGGLVVSAASLAGCLGALCENTCLLRGFSGGILAFLVLEAVAGALVVALWGPLQDSLEHTLRVAIAHYQDDPDLRFLLDQVQLGLRCCGAASYQDWQQNLYFNCSSPGVQACSLPASCCIDPREDGASVNDQCGFGVLRLDADAAQRVVYLEGCGPPLRRWLRANLAASGGYAIA.... The miRNA is hsa-miR-4500 with sequence UGAGGUAGUAGUUUCUU.